From a dataset of Forward reaction prediction with 1.9M reactions from USPTO patents (1976-2016). Predict the product of the given reaction. (1) Given the reactants Br[C:2]1[C:7]([CH3:8])=[CH:6][C:5]([Br:9])=[CH:4][N:3]=1.[CH3:10][N:11](C)C=O.[Cu](C#N)C#N, predict the reaction product. The product is: [Br:9][C:5]1[CH:6]=[C:7]([CH3:8])[C:2]([C:10]#[N:11])=[N:3][CH:4]=1. (2) Given the reactants [CH:1]([CH:4]1[NH:8][C:7](=[O:9])[NH:6][C:5]1=[O:10])([CH3:3])[CH3:2].[CH3:11]I, predict the reaction product. The product is: [CH:1]([CH:4]1[NH:8][C:7](=[O:9])[N:6]([CH3:11])[C:5]1=[O:10])([CH3:3])[CH3:2]. (3) Given the reactants Cl.[NH2:2][CH2:3][C:4]([NH:6][C@H:7]([C:12]([O:14]C)=O)[C@H:8]([CH2:10][CH3:11])[CH3:9])=[O:5].C(N(CC)CC)C, predict the reaction product. The product is: [CH:8]([CH:7]1[NH:6][C:4](=[O:5])[CH2:3][NH:2][C:12]1=[O:14])([CH2:10][CH3:11])[CH3:9]. (4) Given the reactants [CH2:1]([Li])[CH2:2][CH2:3][CH3:4].[O:6]1[C:10]2(CCC(=O)[CH2:12][CH2:11]2)[O:9][CH2:8][CH2:7]1, predict the reaction product. The product is: [CH2:4]=[C:3]1[CH2:12][CH2:11][C:10]2([O:9][CH2:8][CH2:7][O:6]2)[CH2:1][CH2:2]1. (5) Given the reactants C([O-])(O)=O.[Na+].Cl.[NH2:7][OH:8].ClCCl.Cl[C:13]([O:15][C:16]1[CH:21]=[CH:20][CH:19]=[CH:18][CH:17]=1)=[O:14], predict the reaction product. The product is: [C:16]1([O:15][C:13](=[O:14])[NH:7][OH:8])[CH:21]=[CH:20][CH:19]=[CH:18][CH:17]=1. (6) Given the reactants COC(=O)C1C=CC(N(CC2C=CC=CC=2)S(C2C=CC(OC)=CC=2)(=O)=O)=CC=1.[N:30]1[CH:35]=[CH:34][CH:33]=[CH:32][C:31]=1[CH2:36][NH:37][CH2:38][C:39]1[CH:46]=[CH:45][C:42]([C:43]#[N:44])=[CH:41][CH:40]=1.[CH2:47]([O:49][C:50]1[CH:55]=[CH:54][C:53]([S:56](Cl)(=[O:58])=[O:57])=[CH:52][CH:51]=1)[CH3:48], predict the reaction product. The product is: [C:43]([C:42]1[CH:41]=[CH:40][C:39]([CH2:38][N:37]([CH2:36][C:31]2[CH:32]=[CH:33][CH:34]=[CH:35][N:30]=2)[S:56]([C:53]2[CH:52]=[CH:51][C:50]([O:49][CH2:47][CH3:48])=[CH:55][CH:54]=2)(=[O:58])=[O:57])=[CH:46][CH:45]=1)#[N:44]. (7) The product is: [F:1][C:2]1[CH:17]=[CH:16][C:5]([O:6][CH2:7][CH:8]2[CH2:14][O:13][CH2:12][CH:11]([CH3:15])[N:10]([C:25](=[O:26])[C:24]3[CH:28]=[C:20]([CH3:19])[CH:21]=[CH:22][C:23]=3[N:29]3[N:33]=[CH:32][CH:31]=[N:30]3)[CH2:9]2)=[CH:4][C:3]=1[CH3:18]. Given the reactants [F:1][C:2]1[CH:17]=[CH:16][C:5]([O:6][CH2:7][CH:8]2[CH2:14][O:13][CH2:12][CH:11]([CH3:15])[NH:10][CH2:9]2)=[CH:4][C:3]=1[CH3:18].[CH3:19][C:20]1[CH:21]=[CH:22][C:23]([N:29]2[N:33]=[CH:32][CH:31]=[N:30]2)=[C:24]([CH:28]=1)[C:25](O)=[O:26].Cl.CN(C)CCCN=C=NCC.ON1C2C=CC=CC=2N=N1.C(N(CC)CC)C, predict the reaction product.